The task is: Predict the product of the given reaction.. This data is from Forward reaction prediction with 1.9M reactions from USPTO patents (1976-2016). (1) The product is: [Si:1]([O:8][C:9]1[CH:10]=[C:11]([C:15](=[O:18])[CH2:16][CH3:17])[CH:12]=[CH:13][CH:14]=1)([C:4]([CH3:7])([CH3:6])[CH3:5])([CH3:3])[CH3:2]. Given the reactants [Si:1]([O:8][C:9]1[CH:10]=[C:11]([CH:15]([OH:18])[CH2:16][CH3:17])[CH:12]=[CH:13][CH:14]=1)([C:4]([CH3:7])([CH3:6])[CH3:5])([CH3:3])[CH3:2], predict the reaction product. (2) Given the reactants [NH2:1][C:2]1[CH:7]=[CH:6][CH:5]=[CH:4][N:3]=1.[C:8](Cl)(Cl)=[S:9], predict the reaction product. The product is: [N:1]([C:2]1[CH:7]=[CH:6][CH:5]=[CH:4][N:3]=1)=[C:8]=[S:9].